This data is from Full USPTO retrosynthesis dataset with 1.9M reactions from patents (1976-2016). The task is: Predict the reactants needed to synthesize the given product. (1) Given the product [Cl:48][C:49]1[N:50]=[C:51]([C:56]([NH:30][CH:31]2[CH2:34][N:33]([C:35]3[S:36][C:37]([C:43]([O:45][CH2:46][CH3:47])=[O:44])=[C:38]([CH:40]([CH3:42])[CH3:41])[N:39]=3)[CH2:32]2)=[O:57])[NH:52][C:53]=1[CH2:54][CH3:55], predict the reactants needed to synthesize it. The reactants are: CCN=C=NCCCN(C)C.Cl.ON1C2C=CC=CC=2N=N1.CN1CCOCC1.[NH2:30][CH:31]1[CH2:34][N:33]([C:35]2[S:36][C:37]([C:43]([O:45][CH2:46][CH3:47])=[O:44])=[C:38]([CH:40]([CH3:42])[CH3:41])[N:39]=2)[CH2:32]1.[Cl:48][C:49]1[N:50]=[C:51]([C:56](O)=[O:57])[NH:52][C:53]=1[CH2:54][CH3:55]. (2) Given the product [CH:24]1([CH2:23][C:20]2[N:17]3[CH:18]=[CH:19][C:14]([O:10][CH2:9][C:8]([C:5]4[CH:4]=[CH:3][C:2]([F:1])=[CH:7][CH:6]=4)([CH3:12])[CH3:11])=[C:15]([C:27]([F:28])([F:29])[F:30])[C:16]3=[N:22][N:21]=2)[CH2:26][CH2:25]1, predict the reactants needed to synthesize it. The reactants are: [F:1][C:2]1[CH:7]=[CH:6][C:5]([C:8]([CH3:12])([CH3:11])[CH2:9][OH:10])=[CH:4][CH:3]=1.Cl[C:14]1[CH:19]=[CH:18][N:17]2[C:20]([CH2:23][CH:24]3[CH2:26][CH2:25]3)=[N:21][N:22]=[C:16]2[C:15]=1[C:27]([F:30])([F:29])[F:28]. (3) Given the product [NH2:1][CH2:2][CH2:3][NH:4][C:5](=[O:6])[O:7][CH2:8][C:9]1[CH:14]=[CH:13][CH:12]=[CH:11][CH:10]=1, predict the reactants needed to synthesize it. The reactants are: [NH2:1][CH2:2][CH2:3][NH2:4].[C:5](C1CC(=O)N(O)C1=O)([O:7][CH2:8][C:9]1[CH:14]=[CH:13][CH:12]=[CH:11][CH:10]=1)=[O:6]. (4) Given the product [CH3:1][O:2][C:3](=[O:15])[C:4]1[CH:5]=[C:6]([Cl:14])[C:7]([OH:13])=[C:8]([NH2:10])[CH:9]=1, predict the reactants needed to synthesize it. The reactants are: [CH3:1][O:2][C:3](=[O:15])[C:4]1[CH:9]=[C:8]([N+:10]([O-])=O)[C:7]([OH:13])=[C:6]([Cl:14])[CH:5]=1. (5) Given the product [CH2:30]([O:29][C@@H:5]([CH2:6][C:7]1[CH:12]=[CH:11][C:10]([O:13][CH2:14][CH2:15][C:16]2[CH:17]=[CH:18][C:19]([S:22][C:23]3[CH:28]=[CH:27][CH:26]=[CH:25][CH:24]=3)=[CH:20][CH:21]=2)=[CH:9][CH:8]=1)[C:4]([OH:32])=[O:3])[CH3:31], predict the reactants needed to synthesize it. The reactants are: C([O:3][C:4](=[O:32])[C@@H:5]([O:29][CH2:30][CH3:31])[CH2:6][C:7]1[CH:12]=[CH:11][C:10]([O:13][CH2:14][CH2:15][C:16]2[CH:21]=[CH:20][C:19]([S:22][C:23]3[CH:28]=[CH:27][CH:26]=[CH:25][CH:24]=3)=[CH:18][CH:17]=2)=[CH:9][CH:8]=1)C.[OH-].[Li+].Cl. (6) Given the product [CH3:13][C:14]([S@@:17](/[N:19]=[CH:9]/[C:4]1[C:3]([C:2]([F:12])([F:11])[F:1])=[CH:8][CH:7]=[CH:6][N:5]=1)=[O:18])([CH3:16])[CH3:15], predict the reactants needed to synthesize it. The reactants are: [F:1][C:2]([F:12])([F:11])[C:3]1[C:4]([CH:9]=O)=[N:5][CH:6]=[CH:7][CH:8]=1.[CH3:13][C:14]([S@@:17]([NH2:19])=[O:18])([CH3:16])[CH3:15]. (7) The reactants are: C([NH:8][C@@H:9]([C:12]([OH:14])=[O:13])[CH2:10][OH:11])(OC(C)(C)C)=O.CN1CC[O:19][CH2:18]C1.[CH2:22]([NH2:29])[C:23]1[CH:28]=[CH:27][CH:26]=[CH:25][CH:24]=1.C(P1(=O)OP(CCC)(=O)OP([CH2:44][CH2:45][CH3:46])(=O)O1)CC.Cl[CH2:49]Cl. Given the product [C:12]([C@@:9]([NH2:8])([CH2:10][OH:11])[C:18]([NH:29][CH2:22][C:23]1[CH:28]=[CH:27][CH:26]=[CH:25][CH:24]=1)=[O:19])([O:14][C:45]([CH3:46])([CH3:49])[CH3:44])=[O:13], predict the reactants needed to synthesize it. (8) Given the product [CH:1]1([NH:4][C:5](=[O:6])[C:7]2[CH:8]=[CH:9][C:10]([CH3:31])=[C:11]([N:13]3[C:14](=[O:30])[C:15]4[C:16](=[CH:17][CH:18]=[C:19]([N:21]5[CH2:26][CH2:25][O:24][CH2:23][CH2:22]5)[CH:20]=4)[N:27]=[CH:32]3)[CH:12]=2)[CH2:3][CH2:2]1, predict the reactants needed to synthesize it. The reactants are: [CH:1]1([NH:4][C:5]([C:7]2[CH:8]=[CH:9][C:10]([CH3:31])=[C:11]([NH:13][C:14](=[O:30])[C:15]3[CH:20]=[C:19]([N:21]4[CH2:26][CH2:25][O:24][CH2:23][CH2:22]4)[CH:18]=[CH:17][C:16]=3[N+:27]([O-])=O)[CH:12]=2)=[O:6])[CH2:3][CH2:2]1.[CH2:32](O)C. (9) Given the product [Cl:34][C:35]1[CH:36]=[C:37]([C:2]2[CH:3]=[C:4]3[C:9](=[CH:10][CH:11]=2)[N:8]=[CH:7][C:6]([C:12]([CH:14]2[CH2:16][CH2:15]2)=[O:13])=[C:5]3[N:17]2[CH2:33][CH2:32][C:20]3([CH2:24][N:23]([C:25]([O:27][C:28]([CH3:31])([CH3:30])[CH3:29])=[O:26])[CH2:22][CH2:21]3)[CH2:19][CH2:18]2)[CH:38]=[C:39]([O:42][CH3:43])[C:40]=1[OH:41], predict the reactants needed to synthesize it. The reactants are: Br[C:2]1[CH:3]=[C:4]2[C:9](=[CH:10][CH:11]=1)[N:8]=[CH:7][C:6]([C:12]([CH:14]1[CH2:16][CH2:15]1)=[O:13])=[C:5]2[N:17]1[CH2:33][CH2:32][C:20]2([CH2:24][N:23]([C:25]([O:27][C:28]([CH3:31])([CH3:30])[CH3:29])=[O:26])[CH2:22][CH2:21]2)[CH2:19][CH2:18]1.[Cl:34][C:35]1[CH:36]=[C:37](B(O)O)[CH:38]=[C:39]([O:42][CH3:43])[C:40]=1[OH:41]. (10) Given the product [CH3:1][C:2]1[O:3][C:4]([C:7]2[CH:12]=[CH:11][CH:10]=[CH:9][C:8]=2[NH2:13])=[N:5][N:6]=1, predict the reactants needed to synthesize it. The reactants are: [CH3:1][C:2]1[O:3][C:4]([C:7]2[CH:12]=[CH:11][CH:10]=[CH:9][C:8]=2[N+:13]([O-])=O)=[N:5][N:6]=1.[H][H].